Dataset: Forward reaction prediction with 1.9M reactions from USPTO patents (1976-2016). Task: Predict the product of the given reaction. (1) Given the reactants [Cl:1][CH2:2][CH2:3][CH2:4][CH2:5][O:6][C:7]1[CH:16]=[C:15]2[C:10]([CH2:11][CH2:12][C:13](=[O:17])[NH:14]2)=[CH:9][CH:8]=1.[NH:18]1[CH2:23][CH2:22][CH:21]([C:24]2[C:28]3[CH:29]=[CH:30][CH:31]=[CH:32][C:27]=3S[N:25]=2)[CH2:20][CH2:19]1.C(=O)([O-])[O-:34].[K+].[K+].Cl.CCO, predict the reaction product. The product is: [ClH:1].[O:34]1[C:27]2[CH:32]=[CH:31][CH:30]=[CH:29][C:28]=2[C:24]([CH:21]2[CH2:22][CH2:23][N:18]([CH2:2][CH2:3][CH2:4][CH2:5][O:6][C:7]3[CH:16]=[C:15]4[C:10]([CH2:11][CH2:12][C:13](=[O:17])[NH:14]4)=[CH:9][CH:8]=3)[CH2:19][CH2:20]2)=[N:25]1. (2) Given the reactants [CH2:1]([O:8][C:9]1[CH:10]=[C:11]([CH:15]=[CH:16][C:17]=1[O:18][CH3:19])[CH:12]=[N:13][OH:14])[C:2]1[CH:7]=[CH:6][CH:5]=[CH:4][CH:3]=1.[C:20]([O:25][CH3:26])(=[O:24])[C:21]([CH3:23])=[CH2:22].Cl[O-].[Na+], predict the reaction product. The product is: [CH2:1]([O:8][C:9]1[CH:10]=[C:11]([C:12]2[CH2:22][C:21]([CH3:23])([C:20]([O:25][CH3:26])=[O:24])[O:14][N:13]=2)[CH:15]=[CH:16][C:17]=1[O:18][CH3:19])[C:2]1[CH:7]=[CH:6][CH:5]=[CH:4][CH:3]=1. (3) Given the reactants [CH3:1][CH:2]([CH3:10])[CH2:3][CH2:4][C:5](=O)[CH:6]=[CH:7][CH3:8].C1CC=CC=1.Cl(O)(=O)(=O)=O.[CH2:21]([C@@H:28]1N[C@H](C2OC(C)=CC=2)N(C)C1=O)[C:22]1[CH:27]=CC=C[CH:23]=1.[OH2:41], predict the reaction product. The product is: [CH3:1][CH:2]([CH3:10])[CH2:3][CH2:4][C:5]([C@@H:6]1[C@@H:21]([CH3:28])[C@@H:22]2[CH2:27][C@@H:7]1[CH:8]=[CH:23]2)=[O:41]. (4) Given the reactants [CH:1]1([CH:4]([NH:25]C(=O)OC(C)(C)C)[C:5](=[O:24])[NH:6][CH2:7][C:8]2[CH:9]=[C:10]([C:14]3[CH:19]=[CH:18][C:17]([C:20]([F:23])([F:22])[F:21])=[CH:16][CH:15]=3)[CH:11]=[CH:12][CH:13]=2)[CH2:3][CH2:2]1.O1CCOCC1, predict the reaction product. The product is: [NH2:25][CH:4]([CH:1]1[CH2:2][CH2:3]1)[C:5]([NH:6][CH2:7][C:8]1[CH:9]=[C:10]([C:14]2[CH:19]=[CH:18][C:17]([C:20]([F:21])([F:22])[F:23])=[CH:16][CH:15]=2)[CH:11]=[CH:12][CH:13]=1)=[O:24]. (5) Given the reactants [CH2:1]([CH:3]1[CH2:26][N:25]([CH2:27][CH2:28][CH2:29][CH2:30][CH2:31][CH2:32][C:33]([O:35]CC)=[O:34])[C:6]2=[N:7][C:8]([C:18]3[CH:23]=[CH:22][C:21]([CH3:24])=[CH:20][CH:19]=3)=[C:9]([C:11]3[CH:16]=[CH:15][C:14]([CH3:17])=[CH:13][CH:12]=3)[N:10]=[C:5]2[CH2:4]1)[CH3:2].O[Li].O, predict the reaction product. The product is: [CH2:1]([CH:3]1[CH2:26][N:25]([CH2:27][CH2:28][CH2:29][CH2:30][CH2:31][CH2:32][C:33]([OH:35])=[O:34])[C:6]2=[N:7][C:8]([C:18]3[CH:19]=[CH:20][C:21]([CH3:24])=[CH:22][CH:23]=3)=[C:9]([C:11]3[CH:12]=[CH:13][C:14]([CH3:17])=[CH:15][CH:16]=3)[N:10]=[C:5]2[CH2:4]1)[CH3:2]. (6) Given the reactants [CH3:1][C:2]([NH2:15])([CH3:14])[CH2:3][C:4]1[C:12]2[C:7](=[CH:8][C:9]([CH3:13])=[CH:10][CH:11]=2)[NH:6][CH:5]=1.[C:16](OC(=O)C)(=[O:18])[CH3:17].C(N(CC)CC)C, predict the reaction product. The product is: [CH3:14][C:2]([NH:15][C:16](=[O:18])[CH3:17])([CH3:1])[CH2:3][C:4]1[C:12]2[C:7](=[CH:8][C:9]([CH3:13])=[CH:10][CH:11]=2)[NH:6][CH:5]=1. (7) Given the reactants Br[CH2:2][CH2:3][CH:4]([CH3:6])[CH3:5].[CH3:7][O:8][C:9](=[O:25])[C@H:10]([CH2:19][C:20]1[N:24]=[CH:23][NH:22][CH:21]=1)[NH:11][C:12]([O:14][C:15]([CH3:18])([CH3:17])[CH3:16])=[O:13].C(=O)([O-])[O-].[Na+].[Na+], predict the reaction product. The product is: [C:15]([O:14][C:12]([NH:11][C@@H:10]([CH2:19][C:20]1[N:24]=[CH:23][N:22]([CH2:2][CH2:3][CH:4]([CH3:6])[CH3:5])[CH:21]=1)[C:9]([O:8][CH3:7])=[O:25])=[O:13])([CH3:18])([CH3:16])[CH3:17]. (8) Given the reactants [CH3:1][C:2]1[C:6]([CH3:7])=[C:5]([NH:8][C:9](=[O:16])OCC(Cl)(Cl)Cl)[O:4][N:3]=1.[F:17][C:18]1[CH:23]=[C:22]([F:24])[CH:21]=[CH:20][C:19]=1[C:25]1[CH:26]=[C:27]([N:31]2[CH2:36][CH2:35][NH:34][CH2:33][CH2:32]2)[CH:28]=[N:29][CH:30]=1, predict the reaction product. The product is: [F:17][C:18]1[CH:23]=[C:22]([F:24])[CH:21]=[CH:20][C:19]=1[C:25]1[CH:26]=[C:27]([N:31]2[CH2:32][CH2:33][N:34]([C:9]([NH:8][C:5]3[O:4][N:3]=[C:2]([CH3:1])[C:6]=3[CH3:7])=[O:16])[CH2:35][CH2:36]2)[CH:28]=[N:29][CH:30]=1.